This data is from Forward reaction prediction with 1.9M reactions from USPTO patents (1976-2016). The task is: Predict the product of the given reaction. (1) Given the reactants [H-].[Al+3].[Li+].[H-].[H-].[H-].[Br:7][C:8]1[CH:9]=[C:10]([C:14]([CH3:20])([CH3:19])[C:15](OC)=[O:16])[CH:11]=[CH:12][CH:13]=1.[H-], predict the reaction product. The product is: [Br:7][C:8]1[CH:9]=[C:10]([C:14]([CH3:20])([CH3:19])[CH2:15][OH:16])[CH:11]=[CH:12][CH:13]=1. (2) Given the reactants [OH:1][C@H](CCC1C=CC(F)=CC=1)CC(SCCNC(=O)CCNC(=O)[C@H](O)C(C)(C)COP(O)(=O)OP(O)(=O)OC[C@H]1O[C@@H](N2C3N=CN=C(N)C=3N=C2)[C@H](O)[C@@H]1OP(O)(O)=O)=O.[OH:63][C@H:64]([CH2:116][CH2:117][O:118][C:119]1[CH:124]=[CH:123][CH:122]=[CH:121][CH:120]=1)[CH2:65][C:66](SCCNC(=O)CCNC(=O)[C@H](O)C(C)(C)COP(O)(=O)OP(O)(=O)OC[C@H]1O[C@@H](N2C3N=CN=C(N)C=3N=C2)[C@H](O)[C@@H]1OP(O)(O)=O)=[O:67], predict the reaction product. The product is: [OH:63][CH:64]([CH2:116][CH2:117][O:118][C:119]1[CH:124]=[CH:123][CH:122]=[CH:121][CH:120]=1)[CH2:65][C:66]([OH:67])=[O:1]. (3) The product is: [Cl:1][C:2]1[C:7]2[N:8]=[CH:13][N:9]([CH2:10][CH3:11])[C:6]=2[CH:5]=[CH:4][N:3]=1. Given the reactants [Cl:1][C:2]1[C:7]([NH2:8])=[C:6]([NH:9][CH2:10][CH3:11])[CH:5]=[CH:4][N:3]=1.Cl.[CH:13](OCC)(OCC)OCC, predict the reaction product. (4) Given the reactants [Cl:1][C:2]1[CH:7]=[CH:6][CH:5]=[CH:4][C:3]=1[CH2:8][N:9]([C@H:22]1[CH2:26][CH2:25][NH:24][CH2:23]1)[C:10]1[CH:17]=[CH:16][C:13]([C:14]#[N:15])=[C:12]([C:18]([F:21])([F:20])[F:19])[CH:11]=1.[CH2:27](Br)[C:28]1[CH:33]=[CH:32][CH:31]=[CH:30][CH:29]=1, predict the reaction product. The product is: [Cl:1][C:2]1[CH:7]=[CH:6][CH:5]=[CH:4][C:3]=1[CH2:8][N:9]([C@H:22]1[CH2:26][CH2:25][N:24]([CH2:27][C:28]2[CH:33]=[CH:32][CH:31]=[CH:30][CH:29]=2)[CH2:23]1)[C:10]1[CH:17]=[CH:16][C:13]([C:14]#[N:15])=[C:12]([C:18]([F:19])([F:20])[F:21])[CH:11]=1.